This data is from NCI-60 drug combinations with 297,098 pairs across 59 cell lines. The task is: Regression. Given two drug SMILES strings and cell line genomic features, predict the synergy score measuring deviation from expected non-interaction effect. (1) Synergy scores: CSS=5.47, Synergy_ZIP=-0.747, Synergy_Bliss=6.67, Synergy_Loewe=5.24, Synergy_HSA=5.81. Drug 1: CC1=C(C=C(C=C1)NC2=NC=CC(=N2)N(C)C3=CC4=NN(C(=C4C=C3)C)C)S(=O)(=O)N.Cl. Drug 2: CC1=C(C=C(C=C1)C(=O)NC2=CC(=CC(=C2)C(F)(F)F)N3C=C(N=C3)C)NC4=NC=CC(=N4)C5=CN=CC=C5. Cell line: T-47D. (2) Drug 1: CN1CCC(CC1)COC2=C(C=C3C(=C2)N=CN=C3NC4=C(C=C(C=C4)Br)F)OC. Drug 2: CCN(CC)CCNC(=O)C1=C(NC(=C1C)C=C2C3=C(C=CC(=C3)F)NC2=O)C. Cell line: HS 578T. Synergy scores: CSS=-4.81, Synergy_ZIP=4.64, Synergy_Bliss=4.88, Synergy_Loewe=-3.84, Synergy_HSA=-2.18. (3) Drug 1: C1=CC(=CC=C1CCC2=CNC3=C2C(=O)NC(=N3)N)C(=O)NC(CCC(=O)O)C(=O)O. Drug 2: C1CCC(C(C1)N)N.C(=O)(C(=O)[O-])[O-].[Pt+4]. Cell line: UACC-257. Synergy scores: CSS=8.76, Synergy_ZIP=-1.95, Synergy_Bliss=4.15, Synergy_Loewe=0.222, Synergy_HSA=3.39. (4) Drug 1: COC1=CC(=CC(=C1O)OC)C2C3C(COC3=O)C(C4=CC5=C(C=C24)OCO5)OC6C(C(C7C(O6)COC(O7)C8=CC=CS8)O)O. Drug 2: CS(=O)(=O)OCCCCOS(=O)(=O)C. Cell line: LOX IMVI. Synergy scores: CSS=46.7, Synergy_ZIP=0.320, Synergy_Bliss=0.169, Synergy_Loewe=2.54, Synergy_HSA=4.69. (5) Drug 1: CC1=C(C=C(C=C1)C(=O)NC2=CC(=CC(=C2)C(F)(F)F)N3C=C(N=C3)C)NC4=NC=CC(=N4)C5=CN=CC=C5. Drug 2: C(CCl)NC(=O)N(CCCl)N=O. Cell line: MDA-MB-435. Synergy scores: CSS=8.99, Synergy_ZIP=-7.45, Synergy_Bliss=-5.52, Synergy_Loewe=-1.54, Synergy_HSA=-0.993. (6) Drug 1: CC1=CC2C(CCC3(C2CCC3(C(=O)C)OC(=O)C)C)C4(C1=CC(=O)CC4)C. Drug 2: C1CC(=O)NC(=O)C1N2C(=O)C3=CC=CC=C3C2=O. Cell line: SK-MEL-5. Synergy scores: CSS=-6.00, Synergy_ZIP=4.59, Synergy_Bliss=1.26, Synergy_Loewe=-8.03, Synergy_HSA=-8.67.